Dataset: Full USPTO retrosynthesis dataset with 1.9M reactions from patents (1976-2016). Task: Predict the reactants needed to synthesize the given product. Given the product [C:1]([NH:4][C:5]1[S:9][C:8]2[C:10]([O:15][CH2:16][CH2:17][N:18]([CH2:21][CH3:22])[CH2:19][CH3:20])=[C:11]([C:30]3[CH:31]=[CH:32][S:28][CH:29]=3)[CH:12]=[CH:13][C:7]=2[C:6]=1[C:23]([O:25][CH2:26][CH3:27])=[O:24])(=[O:3])[CH3:2], predict the reactants needed to synthesize it. The reactants are: [C:1]([NH:4][C:5]1[S:9][C:8]2[C:10]([O:15][CH2:16][CH2:17][N:18]([CH2:21][CH3:22])[CH2:19][CH3:20])=[C:11](Br)[CH:12]=[CH:13][C:7]=2[C:6]=1[C:23]([O:25][CH2:26][CH3:27])=[O:24])(=[O:3])[CH3:2].[S:28]1[CH:32]=[CH:31][C:30](B(O)O)=[CH:29]1.P([O-])([O-])([O-])=O.[K+].[K+].[K+].